Dataset: Full USPTO retrosynthesis dataset with 1.9M reactions from patents (1976-2016). Task: Predict the reactants needed to synthesize the given product. (1) Given the product [CH3:26][O:27][C:28](=[O:29])[CH2:30][O:1][C:2]1[CH:11]=[C:10]2[C:5]([C:6](=[O:18])[C:7]([C:12]3[CH:17]=[CH:16][CH:15]=[CH:14][CH:13]=3)=[CH:8][O:9]2)=[CH:4][CH:3]=1, predict the reactants needed to synthesize it. The reactants are: [OH:1][C:2]1[CH:11]=[C:10]2[C:5]([C:6](=[O:18])[C:7]([C:12]3[CH:17]=[CH:16][CH:15]=[CH:14][CH:13]=3)=[CH:8][O:9]2)=[CH:4][CH:3]=1.C([O-])([O-])=O.[K+].[K+].C[CH2:26][O:27][C:28]([CH2:30]Br)=[O:29]. (2) Given the product [CH3:31][N:32]([CH3:47])[C:33]1[CH:34]=[C:35]([C:39]2([OH:46])[CH2:44][CH2:43][CH:42]([N:8]3[CH2:9][CH:10]([NH:12][C:13](=[O:30])[CH2:14][NH:15][C:16]4[C:24]5[C:19](=[CH:20][CH:21]=[C:22]([C:25]([F:27])([F:26])[F:28])[CH:23]=5)[N:18]([CH3:29])[N:17]=4)[CH2:11]3)[CH2:41][CH2:40]2)[CH:36]=[CH:37][CH:38]=1, predict the reactants needed to synthesize it. The reactants are: OC(C(F)(F)F)=O.[NH:8]1[CH2:11][CH:10]([NH:12][C:13](=[O:30])[CH2:14][NH:15][C:16]2[C:24]3[C:19](=[CH:20][CH:21]=[C:22]([C:25]([F:28])([F:27])[F:26])[CH:23]=3)[N:18]([CH3:29])[N:17]=2)[CH2:9]1.[CH3:31][N:32]([CH3:47])[C:33]1[CH:34]=[C:35]([C:39]2([OH:46])[CH2:44][CH2:43][C:42](=O)[CH2:41][CH2:40]2)[CH:36]=[CH:37][CH:38]=1. (3) Given the product [C:1]([C:3]1[C:4]([N:18]2[CH2:23][CH2:22][N:21]([C:25]([NH:24][C:27]3[CH:36]=[CH:35][CH:34]=[C:29]([C:30]([O:32][CH3:33])=[O:31])[CH:28]=3)=[O:26])[CH2:20][CH2:19]2)=[N:5][C:6]([C:14]([F:15])([F:17])[F:16])=[C:7]([CH:13]=1)[C:8]([O:10][CH2:11][CH3:12])=[O:9])#[N:2], predict the reactants needed to synthesize it. The reactants are: [C:1]([C:3]1[C:4]([N:18]2[CH2:23][CH2:22][NH:21][CH2:20][CH2:19]2)=[N:5][C:6]([C:14]([F:17])([F:16])[F:15])=[C:7]([CH:13]=1)[C:8]([O:10][CH2:11][CH3:12])=[O:9])#[N:2].[N:24]([C:27]1[CH:28]=[C:29]([CH:34]=[CH:35][CH:36]=1)[C:30]([O:32][CH3:33])=[O:31])=[C:25]=[O:26]. (4) Given the product [C:1]([C:3]1[C:4]([N:16]2[CH2:17][CH2:18][CH:19]([C:22]([NH:67][S:64]([C:61]3[CH:60]=[CH:59][C:58]([O:57][CH3:56])=[CH:63][CH:62]=3)(=[O:65])=[O:66])=[O:23])[CH2:20][CH2:21]2)=[N:5][C:6]([CH3:15])=[C:7]([CH:8]=1)[C:9]([O:11][CH:12]([CH3:14])[CH3:13])=[O:10])#[N:2], predict the reactants needed to synthesize it. The reactants are: [C:1]([C:3]1[C:4]([N:16]2[CH2:21][CH2:20][CH:19]([C:22](O)=[O:23])[CH2:18][CH2:17]2)=[N:5][C:6]([CH3:15])=[C:7]([C:9]([O:11][CH:12]([CH3:14])[CH3:13])=[O:10])[CH:8]=1)#[N:2].CN(C(ON1N=NC2C=CC=CC1=2)=[N+](C)C)C.[B-](F)(F)(F)F.CCN(C(C)C)C(C)C.[CH3:56][O:57][C:58]1[CH:63]=[CH:62][C:61]([S:64]([NH2:67])(=[O:66])=[O:65])=[CH:60][CH:59]=1.C([O-])(O)=O.[Na+]. (5) Given the product [CH3:17][O:16][C:13]([CH3:15])([CH3:14])[CH:9]([NH:8][C:6]([O:5][CH3:1])=[O:7])[C:10]([OH:12])=[O:11], predict the reactants needed to synthesize it. The reactants are: [C:1]([O:5][C:6]([NH:8][CH:9]([C:13]([O:16][CH3:17])([CH3:15])[CH3:14])[C:10]([OH:12])=[O:11])=[O:7])(C)(C)C.Cl.[OH-].[Na+].ClC(OC)=O. (6) Given the product [NH2:35][C:4]1[N:5]=[C:6]([CH3:34])[C:7]([CH2:8][NH:9][C:10]2[C:11]3[C:12](=[N:16][N:17]([CH2:19][C:20]4[CH:25]=[CH:24][C:23]([CH2:26][N:27]5[CH:32]=[CH:31][CH:30]=[CH:29][C:28]5=[O:33])=[CH:22][CH:21]=4)[CH:18]=3)[N:13]=[CH:14][N:15]=2)=[C:2]([CH3:1])[CH:3]=1, predict the reactants needed to synthesize it. The reactants are: [CH3:1][C:2]1[C:7]([CH2:8][NH:9][C:10]2[C:11]3[C:12](=[N:16][N:17]([CH2:19][C:20]4[CH:25]=[CH:24][C:23]([CH2:26][N:27]5[CH:32]=[CH:31][CH:30]=[CH:29][C:28]5=[O:33])=[CH:22][CH:21]=4)[CH:18]=3)[N:13]=[CH:14][N:15]=2)=[C:6]([CH3:34])[N:5]=[C:4]([NH:35]C(=O)OC(C)(C)C)[CH:3]=1.C(O)(C(F)(F)F)=O. (7) The reactants are: [NH:1]1[CH2:8][CH2:7][CH:6]=[CH:5][CH2:4][CH2:3][C:2]1=[O:9].F[B-](F)(F)F.[CH3:15][O+](C)C. Given the product [CH3:15][O:9][C:2]1[CH2:3][CH2:4][CH:5]=[CH:6][CH2:7][CH2:8][N:1]=1, predict the reactants needed to synthesize it.